Dataset: Catalyst prediction with 721,799 reactions and 888 catalyst types from USPTO. Task: Predict which catalyst facilitates the given reaction. (1) Reactant: [N:1]1([CH2:6][CH2:7][CH2:8][O:9][C:10]2[CH:15]=[CH:14][C:13]([C:16]3([CH2:22][NH2:23])[CH2:21][CH2:20][O:19][CH2:18][CH2:17]3)=[CH:12][CH:11]=2)[CH2:5][CH2:4][CH2:3][CH2:2]1.C(O)(=O)C.[O-:28][C:29]#[N:30].[K+]. Product: [N:1]1([CH2:6][CH2:7][CH2:8][O:9][C:10]2[CH:15]=[CH:14][C:13]([C:16]3([CH2:22][NH:23][C:29]([NH2:30])=[O:28])[CH2:17][CH2:18][O:19][CH2:20][CH2:21]3)=[CH:12][CH:11]=2)[CH2:5][CH2:4][CH2:3][CH2:2]1. The catalyst class is: 6. (2) Reactant: Cl[C:2]1[N:3]=[C:4]([N:12]2[CH2:17][CH2:16][O:15][CH2:14][C@@H:13]2[CH3:18])[C:5]2[CH2:11][S:10][CH2:9][CH2:8][C:6]=2[N:7]=1.[CH:19]1([NH:22][C:23]([NH:25][C:26]2[CH:31]=[CH:30][C:29](B3OC(C)(C)C(C)(C)O3)=[CH:28][CH:27]=2)=[O:24])[CH2:21][CH2:20]1.C([O-])([O-])=O.[Na+].[Na+]. Product: [CH:19]1([NH:22][C:23]([NH:25][C:26]2[CH:31]=[CH:30][C:29]([C:2]3[N:3]=[C:4]([N:12]4[CH2:17][CH2:16][O:15][CH2:14][C@@H:13]4[CH3:18])[C:5]4[CH2:11][S:10][CH2:9][CH2:8][C:6]=4[N:7]=3)=[CH:28][CH:27]=2)=[O:24])[CH2:21][CH2:20]1. The catalyst class is: 622. (3) Reactant: C1COCC1.[CH3:6][O:7][C:8]1[C@:15]2([CH2:18][CH:19]=[C:20]([CH3:22])[CH3:21])[C:16](=[O:17])[C@@H:11]([C@:12]([CH3:42])([CH2:28][CH2:29][CH2:30][C:31]([CH3:41])([O:33][Si:34]([CH2:39][CH3:40])([CH2:37][CH3:38])[CH2:35][CH3:36])[CH3:32])[C@@H:13]([CH2:23][CH:24]=[C:25]([CH3:27])[CH3:26])[CH2:14]2)[C:10](=[O:43])[C:9]=1[Si:44]([CH3:47])([CH3:46])[CH3:45].[Li]N1C(C)(C)CCCC1(C)C.[C:59](Cl)(=[O:63])[CH:60]([CH3:62])[CH3:61]. Product: [C:59]([C@:11]12[C:16](=[O:17])[C@:15]([CH2:18][CH:19]=[C:20]([CH3:21])[CH3:22])([CH2:14][C@H:13]([CH2:23][CH:24]=[C:25]([CH3:27])[CH3:26])[C@@:12]1([CH3:42])[CH2:28][CH2:29][CH2:30][C:31]([CH3:41])([O:33][Si:34]([CH2:35][CH3:36])([CH2:37][CH3:38])[CH2:39][CH3:40])[CH3:32])[C:8]([O:7][CH3:6])=[C:9]([Si:44]([CH3:47])([CH3:46])[CH3:45])[C:10]2=[O:43])(=[O:63])[CH:60]([CH3:62])[CH3:61]. The catalyst class is: 521. (4) Reactant: [CH3:1][O:2][C:3]1[CH:8]=[N:7][C:6]([N:9]2[CH:13]=[N:12][C:11]([CH3:14])=[N:10]2)=[C:5]2[NH:15][CH:16]=[C:17]([C:18](=[O:22])[C:19]([OH:21])=O)[C:4]=12.[N:23]1[CH:28]=[CH:27][CH:26]=[CH:25][C:24]=1[C:29]1[N:38]=[CH:37][CH:36]=[C:35]2[C:30]=1[CH2:31][CH2:32][NH:33][CH2:34]2.CN(C(ON1N=NC2C=CC=CC1=2)=[N+](C)C)C.[B-](F)(F)(F)F.CCN(C(C)C)C(C)C. Product: [CH3:1][O:2][C:3]1[CH:8]=[N:7][C:6]([N:9]2[CH:13]=[N:12][C:11]([CH3:14])=[N:10]2)=[C:5]2[NH:15][CH:16]=[C:17]([C:18](=[O:22])[C:19]([N:33]3[CH2:32][CH2:31][C:30]4[C:35](=[CH:36][CH:37]=[N:38][C:29]=4[C:24]4[CH:25]=[CH:26][CH:27]=[CH:28][N:23]=4)[CH2:34]3)=[O:21])[C:4]=12. The catalyst class is: 3. (5) Reactant: [N:1]1[CH:6]=[CH:5][C:4]([C:7]([OH:9])=O)=[C:3]([C:10]([OH:12])=O)[CH:2]=1.O.ON1[C:19]2[CH:20]=[CH:21][CH:22]=[CH:23][C:18]=2N=N1.[C:24]1([CH2:30][CH2:31][CH2:32][CH2:33][NH2:34])[CH:29]=[CH:28][CH:27]=[CH:26][CH:25]=1.C([N:37]([CH2:40][CH3:41])CC)C.Cl.CN(C)[CH2:45][CH2:46]CN=C=NCC. Product: [C:18]1([CH2:45][CH2:46][CH2:41][CH2:40][NH:37][C:10]([C:3]2[CH:2]=[N:1][CH:6]=[CH:5][C:4]=2[C:7]([NH:34][CH2:33][CH2:32][CH2:31][CH2:30][C:24]2[CH:29]=[CH:28][CH:27]=[CH:26][CH:25]=2)=[O:9])=[O:12])[CH:23]=[CH:22][CH:21]=[CH:20][CH:19]=1. The catalyst class is: 3. (6) Reactant: [Br:1][C:2]1[N:10]=[CH:9][N:8]=[C:7]2[C:3]=1[NH:4][CH:5]=[N:6]2.[O:11]1[CH:16]=[CH:15][CH2:14][CH2:13][CH2:12]1.O.C1(C)C=CC(S(O)(=O)=O)=CC=1. Product: [Br:1][C:2]1[N:10]=[CH:9][N:8]=[C:7]2[C:3]=1[N:4]=[CH:5][N:6]2[CH:12]1[CH2:13][CH2:14][CH2:15][CH2:16][O:11]1. The catalyst class is: 25. (7) Reactant: Br[CH2:2][C:3]1[C:8]([N+:9]([O-:11])=[O:10])=[CH:7][CH:6]=[CH:5][C:4]=1[N:12]1[C:16](=[O:17])[N:15]([CH3:18])[N:14]=[N:13]1.[Cl:19][C:20]1[CH:25]=[CH:24][C:23]([N:26]2[CH:30]=[CH:29][C:28]([OH:31])=[N:27]2)=[CH:22][CH:21]=1.C(=O)([O-])[O-].[K+].[K+].C(#N)C. Product: [Cl:19][C:20]1[CH:21]=[CH:22][C:23]([N:26]2[CH:30]=[CH:29][C:28]([O:31][CH2:2][C:3]3[C:8]([N+:9]([O-:11])=[O:10])=[CH:7][CH:6]=[CH:5][C:4]=3[N:12]3[C:16](=[O:17])[N:15]([CH3:18])[N:14]=[N:13]3)=[N:27]2)=[CH:24][CH:25]=1. The catalyst class is: 6. (8) Reactant: [F:1][C:2]1[CH:35]=[CH:34][C:5]([CH2:6][O:7][CH2:8][C:9]([NH:11][CH2:12][CH2:13][CH2:14][C:15]2[CH:33]=[CH:32][C:18]([O:19][C@@H:20]3[CH2:24][CH2:23][N:22](C(OC(C)(C)C)=O)[CH2:21]3)=[CH:17][CH:16]=2)=[O:10])=[CH:4][CH:3]=1.FC(F)(F)C(O)=O. Product: [F:1][C:2]1[CH:3]=[CH:4][C:5]([CH2:6][O:7][CH2:8][C:9]([NH:11][CH2:12][CH2:13][CH2:14][C:15]2[CH:33]=[CH:32][C:18]([O:19][C@@H:20]3[CH2:24][CH2:23][NH:22][CH2:21]3)=[CH:17][CH:16]=2)=[O:10])=[CH:34][CH:35]=1. The catalyst class is: 2.